Dataset: Full USPTO retrosynthesis dataset with 1.9M reactions from patents (1976-2016). Task: Predict the reactants needed to synthesize the given product. (1) Given the product [Br:25][C:26]1[CH:27]=[C:28]([F:36])[CH:29]=[C:30]2[C:34]=1[NH:33][C:32](=[O:35])/[C:31]/2=[CH:15]\[C:12]1[NH:11][C:7]2[CH2:8][CH2:9][CH2:10][N:4]([CH2:3][C@@H:2]([OH:1])[CH2:18][N:19]3[CH2:24][CH2:23][O:22][CH2:21][CH2:20]3)[C:5](=[O:17])[C:6]=2[C:13]=1[CH3:14], predict the reactants needed to synthesize it. The reactants are: [OH:1][C@@H:2]([CH2:18][N:19]1[CH2:24][CH2:23][O:22][CH2:21][CH2:20]1)[CH2:3][N:4]1[CH2:10][CH2:9][CH2:8][C:7]2[NH:11][C:12]([CH:15]=O)=[C:13]([CH3:14])[C:6]=2[C:5]1=[O:17].[Br:25][C:26]1[CH:27]=[C:28]([F:36])[CH:29]=[C:30]2[C:34]=1[NH:33][C:32](=[O:35])[CH2:31]2.N1CCCCC1. (2) Given the product [CH3:1][Si:2]([CH3:9])([CH3:8])[C:3]#[C:4][CH2:5][CH2:6][N:14]1[C:10](=[O:20])[C:11]2[C:12](=[CH:16][CH:17]=[CH:18][CH:19]=2)[C:13]1=[O:15], predict the reactants needed to synthesize it. The reactants are: [CH3:1][Si:2]([CH3:9])([CH3:8])[C:3]#[C:4][CH2:5][CH2:6]O.[C:10]1(=[O:20])[NH:14][C:13](=[O:15])[C:12]2=[CH:16][CH:17]=[CH:18][CH:19]=[C:11]12. (3) Given the product [NH2:26][C:24]1[N:23]=[CH:22][N:21]=[C:20]2[N:19]([CH:27]3[CH2:32][CH2:31][CH2:30][N:29]([C:9]([O:11][C:12]([CH3:13])([CH3:14])[CH3:15])=[O:10])[CH2:28]3)[N:18]=[C:17]([I:16])[C:25]=12, predict the reactants needed to synthesize it. The reactants are: [C:9](O[C:9]([O:11][C:12]([CH3:15])([CH3:14])[CH3:13])=[O:10])([O:11][C:12]([CH3:15])([CH3:14])[CH3:13])=[O:10].[I:16][C:17]1[C:25]2[C:20](=[N:21][CH:22]=[N:23][C:24]=2[NH2:26])[N:19]([CH:27]2[CH2:32][CH2:31][CH2:30][NH:29][CH2:28]2)[N:18]=1.C(=O)([O-])[O-].[Na+].[Na+]. (4) Given the product [C:28]([N:32]1[CH2:33][CH:34]=[C:35]([C:2]2[CH:11]=[C:10]3[C:5]([CH:6]=[CH:7][C:8](=[O:20])[N:9]3[C:12]3[C:17]([Cl:18])=[CH:16][CH:15]=[CH:14][C:13]=3[Cl:19])=[C:4]([C:21]3[CH:26]=[CH:25][CH:24]=[CH:23][C:22]=3[Cl:27])[N:3]=2)[CH2:36][CH2:37]1)([CH3:31])([CH3:30])[CH3:29], predict the reactants needed to synthesize it. The reactants are: Br[C:2]1[CH:11]=[C:10]2[C:5]([CH:6]=[CH:7][C:8](=[O:20])[N:9]2[C:12]2[C:17]([Cl:18])=[CH:16][CH:15]=[CH:14][C:13]=2[Cl:19])=[C:4]([C:21]2[CH:26]=[CH:25][CH:24]=[CH:23][C:22]=2[Cl:27])[N:3]=1.[C:28]([N:32]1[CH2:37][CH:36]=[C:35]([Sn](C)(C)C)[CH2:34][CH2:33]1)([CH3:31])([CH3:30])[CH3:29]. (5) Given the product [CH:27]([C@@H:30]1[CH2:34][C@@H:33]([C@@H:35]([N:57]=[N+:58]=[N-:59])[CH2:36][C@@H:37]([CH:54]([CH3:55])[CH3:56])[CH:38]([O:53][C:7](=[O:11])[CH:8]([CH3:10])[CH3:9])[C:39]2[CH:44]=[CH:43][C:42]([O:45][CH3:46])=[C:41]([CH2:47][CH2:48][O:49][CH2:50][O:51][CH3:52])[CH:40]=2)[O:32][C:31]1=[O:60])([CH3:28])[CH3:29], predict the reactants needed to synthesize it. The reactants are: N1C=CC=CC=1.[C:7](O[C:7](=[O:11])[CH:8]([CH3:10])[CH3:9])(=[O:11])[CH:8]([CH3:10])[CH3:9].CN(C1C=CC=CN=1)C.[CH:27]([C@@H:30]1[CH2:34][C@@H:33]([C@@H:35]([N:57]=[N+:58]=[N-:59])[CH2:36][C@@H:37]([CH:54]([CH3:56])[CH3:55])[CH:38]([OH:53])[C:39]2[CH:44]=[CH:43][C:42]([O:45][CH3:46])=[C:41]([CH2:47][CH2:48][O:49][CH2:50][O:51][CH3:52])[CH:40]=2)[O:32][C:31]1=[O:60])([CH3:29])[CH3:28].